Dataset: Forward reaction prediction with 1.9M reactions from USPTO patents (1976-2016). Task: Predict the product of the given reaction. Given the reactants Br[C:2]1[C:10]2[N:9]3[CH2:11][CH2:12][NH:13][C:14](=[O:15])[C:8]3=[C:7]([CH3:16])[C:6]=2[CH:5]=[C:4]([C:17]#[N:18])[CH:3]=1.[N:19]1[CH:24]=[C:23](B(O)O)[CH:22]=[N:21][CH:20]=1, predict the reaction product. The product is: [CH3:16][C:7]1[C:6]2[CH:5]=[C:4]([C:17]#[N:18])[CH:3]=[C:2]([C:23]3[CH:24]=[N:19][CH:20]=[N:21][CH:22]=3)[C:10]=2[N:9]2[CH2:11][CH2:12][NH:13][C:14](=[O:15])[C:8]=12.